This data is from Catalyst prediction with 721,799 reactions and 888 catalyst types from USPTO. The task is: Predict which catalyst facilitates the given reaction. (1) Reactant: [CH2:1]([N:8]1[C:12]([CH:13]2[CH2:18][CH2:17][N:16]([C:19]3[CH:24]=[CH:23][CH:22]=[CH:21][N:20]=3)[CH2:15][CH2:14]2)=[N:11][N:10]=[C:9]1[CH2:25][NH:26][CH2:27][CH2:28][O:29][CH3:30])[C:2]1[CH:7]=[CH:6][CH:5]=[CH:4][CH:3]=1.C=O.[C:33](O[BH-](OC(=O)C)OC(=O)C)(=O)C.[Na+]. Product: [CH2:1]([N:8]1[C:12]([CH:13]2[CH2:14][CH2:15][N:16]([C:19]3[CH:24]=[CH:23][CH:22]=[CH:21][N:20]=3)[CH2:17][CH2:18]2)=[N:11][N:10]=[C:9]1[CH2:25][N:26]([CH2:27][CH2:28][O:29][CH3:30])[CH3:33])[C:2]1[CH:3]=[CH:4][CH:5]=[CH:6][CH:7]=1. The catalyst class is: 4. (2) Reactant: Br[C:2]1[CH:7]=[CH:6][C:5]([NH:8][C:9]2[S:10][C:11]3[CH:17]=[CH:16][CH:15]=[CH:14][C:12]=3[N:13]=2)=[CH:4][CH:3]=1.C([Li])CCC.[CH2:23]([CH:25]([CH2:28][CH3:29])[CH:26]=[O:27])[CH3:24].[NH4+].[Cl-]. Product: [S:10]1[C:11]2[CH:17]=[CH:16][CH:15]=[CH:14][C:12]=2[N:13]=[C:9]1[NH:8][C:5]1[CH:6]=[CH:7][C:2]([CH:26]([CH:25]([CH2:28][CH3:29])[CH2:23][CH3:24])[OH:27])=[CH:3][CH:4]=1. The catalyst class is: 1. (3) Reactant: [C:1](OC(OC(OC(C)(C)C)=O)=O)(OC(C)(C)C)=[O:2].[NH2:19][C:20]1[CH:29]=[C:28]2[C:23]([CH:24]=[CH:25][CH:26]=[N:27]2)=[CH:22][CH:21]=1.C(O)C(N)(CO)CO.[C:38]1([N:44]2[CH2:49][CH2:48][NH:47][CH2:46][CH2:45]2)[CH:43]=[CH:42][CH:41]=[CH:40][CH:39]=1. Product: [C:38]1([N:44]2[CH2:49][CH2:48][N:47]([C:1]([NH:19][C:20]3[CH:29]=[C:28]4[C:23]([CH:24]=[CH:25][CH:26]=[N:27]4)=[CH:22][CH:21]=3)=[O:2])[CH2:46][CH2:45]2)[CH:43]=[CH:42][CH:41]=[CH:40][CH:39]=1. The catalyst class is: 2. (4) Reactant: Cl.[F:2][C:3]1[CH:16]=[C:15]2[C:6]([C:7](=[O:17])[O:8][C:9]32[CH2:14][CH2:13][NH:12][CH2:11][CH2:10]3)=[CH:5][CH:4]=1.[C:18]1([C:24]2[N:25]=[CH:26][C:27]([NH:30][C:31](=O)[O:32]C3C=CC=CC=3)=[N:28][CH:29]=2)[CH:23]=[CH:22][CH:21]=[CH:20][CH:19]=1.C(N(CC)CC)C.O. Product: [F:2][C:3]1[CH:16]=[C:15]2[C:6]([C:7](=[O:17])[O:8][C:9]32[CH2:14][CH2:13][N:12]([C:31]([NH:30][C:27]2[CH:26]=[N:25][C:24]([C:18]4[CH:19]=[CH:20][CH:21]=[CH:22][CH:23]=4)=[CH:29][N:28]=2)=[O:32])[CH2:11][CH2:10]3)=[CH:5][CH:4]=1. The catalyst class is: 22. (5) Product: [OH:11][C:5]1[CH:4]=[CH:3][C:2]([N:16]2[CH2:17][CH2:18][N:13]([CH3:12])[CH2:14][CH2:15]2)=[CH:7][C:6]=1[C:8](=[O:10])[CH3:9]. Reactant: Br[C:2]1[CH:3]=[CH:4][C:5]([OH:11])=[C:6]([C:8](=[O:10])[CH3:9])[CH:7]=1.[CH3:12][N:13]1[CH2:18][CH2:17][NH:16][CH2:15][CH2:14]1. The catalyst class is: 443.